Dataset: NCI-60 drug combinations with 297,098 pairs across 59 cell lines. Task: Regression. Given two drug SMILES strings and cell line genomic features, predict the synergy score measuring deviation from expected non-interaction effect. Drug 1: C1CN1C2=NC(=NC(=N2)N3CC3)N4CC4. Drug 2: C1=NNC2=C1C(=O)NC=N2. Cell line: LOX IMVI. Synergy scores: CSS=41.6, Synergy_ZIP=-0.455, Synergy_Bliss=-0.917, Synergy_Loewe=-20.0, Synergy_HSA=0.411.